Dataset: Full USPTO retrosynthesis dataset with 1.9M reactions from patents (1976-2016). Task: Predict the reactants needed to synthesize the given product. (1) Given the product [Cl:8][C:7]1[C:2]([Cl:1])=[C:3]([C:20]2[S:24][C:23]([C:25]3[O:29][C:28]([CH2:30][C:31]([C:32]#[N:34])([CH3:36])[CH3:35])=[N:27][N:26]=3)=[N:22][C:21]=2[C:37]([N:39]2[CH2:44][CH2:43][CH:42]([F:45])[CH2:41][CH2:40]2)=[O:38])[CH:4]=[CH:5][C:6]=1[S:9]([NH:10][C@@H:11]([CH2:16][CH3:17])[C:12]([F:15])([F:13])[F:14])(=[O:18])=[O:19], predict the reactants needed to synthesize it. The reactants are: [Cl:1][C:2]1[C:7]([Cl:8])=[C:6]([S:9](=[O:19])(=[O:18])[NH:10][C@@H:11]([CH2:16][CH3:17])[C:12]([F:15])([F:14])[F:13])[CH:5]=[CH:4][C:3]=1[C:20]1[S:24][C:23]([C:25]2[O:29][C:28]([CH2:30][C:31]([CH3:36])([CH3:35])[C:32]([NH2:34])=O)=[N:27][N:26]=2)=[N:22][C:21]=1[C:37]([N:39]1[CH2:44][CH2:43][CH:42]([F:45])[CH2:41][CH2:40]1)=[O:38].C(OC(C(F)(F)F)=O)(C(F)(F)F)=O. (2) Given the product [C:6]([C:7]1[CH:8]=[C:12]([C:13]([O:15][C:16]([CH3:19])([CH3:18])[CH3:17])=[O:14])[NH:10][N:11]=1)(=[O:9])[CH3:5], predict the reactants needed to synthesize it. The reactants are: [Cl-].[In+3].[Cl-].[Cl-].[CH3:5][C:6](=[O:9])[C:7]#[CH:8].[N+:10](=[CH:12][C:13]([O:15][C:16]([CH3:19])([CH3:18])[CH3:17])=[O:14])=[N-:11].